From a dataset of Peptide-MHC class I binding affinity with 185,985 pairs from IEDB/IMGT. Regression. Given a peptide amino acid sequence and an MHC pseudo amino acid sequence, predict their binding affinity value. This is MHC class I binding data. (1) The peptide sequence is DTDPLPVVF. The MHC is HLA-C04:01 with pseudo-sequence HLA-C04:01. The binding affinity (normalized) is 0.0847. (2) The peptide sequence is LEKEEMPTLI. The MHC is HLA-B44:03 with pseudo-sequence HLA-B44:03. The binding affinity (normalized) is 0.271. (3) The peptide sequence is ETVKYPNL. The binding affinity (normalized) is 0. The MHC is H-2-Db with pseudo-sequence H-2-Db. (4) The peptide sequence is KFPGGGQIV. The MHC is Patr-A0701 with pseudo-sequence Patr-A0701. The binding affinity (normalized) is 0. (5) The peptide sequence is RLYPFGSYY. The MHC is HLA-B45:06 with pseudo-sequence HLA-B45:06. The binding affinity (normalized) is 0.213. (6) The peptide sequence is IRGKMTLTEEV. The MHC is HLA-B27:05 with pseudo-sequence HLA-B27:05. The binding affinity (normalized) is 0.111. (7) The binding affinity (normalized) is 0.500. The peptide sequence is TVLDVGDAY. The MHC is HLA-A30:02 with pseudo-sequence HLA-A30:02.